Dataset: Full USPTO retrosynthesis dataset with 1.9M reactions from patents (1976-2016). Task: Predict the reactants needed to synthesize the given product. (1) Given the product [N:4]1[C:3]([CH2:2][C:12]#[N:13])=[CH:11][N:6]2[CH:7]=[CH:8][CH:9]=[CH:10][C:5]=12, predict the reactants needed to synthesize it. The reactants are: Cl[CH2:2][C:3]1[N:4]=[C:5]2[CH:10]=[CH:9][CH:8]=[CH:7][N:6]2[CH:11]=1.[C-:12]#[N:13].[Na+]. (2) The reactants are: Br[C:2]1[CH:3]=[N:4][N:5]2[C:10]([C:11]3[CH:12]=[C:13]([NH:17][C:18](=[O:29])[C:19]4[CH:24]=[CH:23][CH:22]=[C:21]([C:25]([F:28])([F:27])[F:26])[CH:20]=4)[CH:14]=[CH:15][CH:16]=3)=[CH:9][CH:8]=[N:7][C:6]=12.[CH:30]([C:32]1[O:36][CH:35]=[C:34](B2OC(C)(C)C(C)(C)O2)[CH:33]=1)=[O:31]. Given the product [CH:30]([C:32]1[O:36][CH:35]=[C:34]([C:2]2[CH:3]=[N:4][N:5]3[C:10]([C:11]4[CH:12]=[C:13]([NH:17][C:18](=[O:29])[C:19]5[CH:24]=[CH:23][CH:22]=[C:21]([C:25]([F:28])([F:27])[F:26])[CH:20]=5)[CH:14]=[CH:15][CH:16]=4)=[CH:9][CH:8]=[N:7][C:6]=23)[CH:33]=1)=[O:31], predict the reactants needed to synthesize it. (3) Given the product [Cl:1][C:2]1[CH:8]=[CH:7][C:5]([N:6]2[C:10](=[O:15])[C:11]3[CH2:19][CH2:18][CH2:17][CH2:16][C:12]=3[C:13]2=[O:14])=[C:4]([F:9])[CH:3]=1, predict the reactants needed to synthesize it. The reactants are: [Cl:1][C:2]1[CH:8]=[CH:7][C:5]([NH2:6])=[C:4]([F:9])[CH:3]=1.[C:10]1(=O)[O:15][C:13](=[O:14])[C:12]2[CH2:16][CH2:17][CH2:18][CH2:19][C:11]1=2.O.C(OCC)(=O)C. (4) Given the product [F:33][C:2]1([F:1])[O:6][C:5]2[CH:7]=[CH:8][C:9]([C:11]3([C:14]([NH:16][C@@H:17]4[CH2:22][C@H:21]([CH3:23])[O:20][C@H:19]([C:24]5[CH:25]=[CH:26][C:27]([C:28]([OH:30])=[O:29])=[CH:31][CH:32]=5)[CH2:18]4)=[O:15])[CH2:12][CH2:13]3)=[CH:10][C:4]=2[O:3]1, predict the reactants needed to synthesize it. The reactants are: [F:1][C:2]1([F:33])[O:6][C:5]2[CH:7]=[CH:8][C:9]([C:11]3([C:14]([NH:16][C@H:17]4[CH2:22][C@@H:21]([CH3:23])[O:20][C@@H:19]([C:24]5[CH:32]=[CH:31][C:27]([C:28]([OH:30])=[O:29])=[CH:26][CH:25]=5)[CH2:18]4)=[O:15])[CH2:13][CH2:12]3)=[CH:10][C:4]=2[O:3]1.C(=O)=O. (5) Given the product [Cl:1][C:2]1[CH:3]=[CH:4][C:5]2[N:11]3[C:12]([CH3:16])=[C:13]([CH3:15])[N:14]=[C:10]3[C@@H:9]([CH2:17][CH2:18][N:19]3[CH:23]=[C:22]([C:24]([OH:26])=[O:25])[CH:21]=[N:20]3)[O:8][C@H:7]([C:29]3[CH:34]=[CH:33][CH:32]=[C:31]([O:35][CH3:36])[C:30]=3[O:37][CH3:38])[C:6]=2[CH:39]=1, predict the reactants needed to synthesize it. The reactants are: [Cl:1][C:2]1[CH:3]=[CH:4][C:5]2[N:11]3[C:12]([CH3:16])=[C:13]([CH3:15])[N:14]=[C:10]3[C@@H:9]([CH2:17][CH2:18][N:19]3[CH:23]=[C:22]([C:24]([O:26]CC)=[O:25])[CH:21]=[N:20]3)[O:8][C@H:7]([C:29]3[CH:34]=[CH:33][CH:32]=[C:31]([O:35][CH3:36])[C:30]=3[O:37][CH3:38])[C:6]=2[CH:39]=1.[OH-].[Na+].Cl. (6) The reactants are: [CH3:1][O:2][C:3](=[O:14])[CH2:4][CH2:5][C:6]1[CH:11]=[CH:10][C:9]([NH2:12])=[CH:8][C:7]=1[CH3:13].[CH3:15][C:16]1[N:17]=[C:18]([C:23]2[CH:28]=[CH:27][C:26]([C:29]([F:32])([F:31])[F:30])=[CH:25][CH:24]=2)[S:19][C:20]=1[CH:21]=O.C(O)(=O)C.C(O[BH-](OC(=O)C)OC(=O)C)(=O)C.[Na+]. Given the product [CH3:1][O:2][C:3](=[O:14])[CH2:4][CH2:5][C:6]1[CH:11]=[CH:10][C:9]([NH:12][CH2:21][C:20]2[S:19][C:18]([C:23]3[CH:24]=[CH:25][C:26]([C:29]([F:32])([F:30])[F:31])=[CH:27][CH:28]=3)=[N:17][C:16]=2[CH3:15])=[CH:8][C:7]=1[CH3:13], predict the reactants needed to synthesize it. (7) Given the product [CH2:17]([CH:19]([C:22]1[C:23]2[N:24]([C:29]([C:8]3[O:9][C:5]4[CH:4]=[CH:3][C:2]([F:1])=[CH:11][C:6]=4[C:7]=3[CH3:10])=[C:30]([CH3:32])[N:31]=2)[N:25]=[C:26]([CH3:28])[CH:27]=1)[CH2:20][CH3:21])[CH3:18], predict the reactants needed to synthesize it. The reactants are: [F:1][C:2]1[CH:3]=[CH:4][C:5]2[O:9][CH:8]=[C:7]([CH3:10])[C:6]=2[CH:11]=1.[Li]CCCC.[CH2:17]([CH:19]([C:22]1[C:23]2[N:24]([C:29](I)=[C:30]([CH3:32])[N:31]=2)[N:25]=[C:26]([CH3:28])[CH:27]=1)[CH2:20][CH3:21])[CH3:18].Cl.